Dataset: Catalyst prediction with 721,799 reactions and 888 catalyst types from USPTO. Task: Predict which catalyst facilitates the given reaction. (1) Reactant: [C:1]([C:5]1[CH:10]=[CH:9][C:8]([C:11]2[CH:12]=[CH:13][CH:14]=[C:15]3[C:19]=2[C:18](=O)[CH:17]([CH2:21][C:22]24[CH2:31][CH:26]5[CH2:27][CH:28]([CH2:30][CH:24]([CH2:25]5)[CH2:23]2)[CH2:29]4)[CH2:16]3)=[CH:7][CH:6]=1)([CH3:4])([CH3:3])[CH3:2].[BH4-].[Na+].CO.S(=O)(=O)(O)O. Product: [C:1]([C:5]1[CH:10]=[CH:9][C:8]([C:11]2[CH:12]=[CH:13][CH:14]=[C:15]3[C:19]=2[CH2:18][C:17]([CH2:21][C:22]24[CH2:23][CH:24]5[CH2:30][CH:28]([CH2:27][CH:26]([CH2:25]5)[CH2:31]2)[CH2:29]4)=[CH:16]3)=[CH:7][CH:6]=1)([CH3:4])([CH3:2])[CH3:3]. The catalyst class is: 93. (2) Reactant: [Br:1][C:2]1[C:3]([NH2:14])=[N:4][CH:5]=[C:6]([CH:8]2[CH2:13][CH2:12][NH:11][CH2:10][CH2:9]2)[N:7]=1.CCN(C(C)C)C(C)C.[CH3:24][S:25](Cl)(=[O:27])=[O:26]. Product: [Br:1][C:2]1[C:3]([NH2:14])=[N:4][CH:5]=[C:6]([CH:8]2[CH2:9][CH2:10][N:11]([S:25]([CH3:24])(=[O:27])=[O:26])[CH2:12][CH2:13]2)[N:7]=1. The catalyst class is: 2. (3) Reactant: I[C:2]1[CH:7]=[CH:6][CH:5]=[CH:4][N:3]=1.C([Mg]Cl)C.CON(C)[C:15]([C@H:17]1[O:22][CH2:21][CH2:20][N:19]([C:23]([O:25][C:26]([CH3:29])([CH3:28])[CH3:27])=[O:24])[CH2:18]1)=[O:16].[NH4+].[Cl-]. Product: [N:3]1[CH:4]=[CH:5][CH:6]=[CH:7][C:2]=1[C:15]([C@H:17]1[O:22][CH2:21][CH2:20][N:19]([C:23]([O:25][C:26]([CH3:29])([CH3:28])[CH3:27])=[O:24])[CH2:18]1)=[O:16]. The catalyst class is: 7.